Dataset: Full USPTO retrosynthesis dataset with 1.9M reactions from patents (1976-2016). Task: Predict the reactants needed to synthesize the given product. Given the product [CH3:3][CH:2]([CH2:4][CH2:17][C:8](=[CH2:7])[C:9]([OH:11])=[O:10])[C:1]([OH:6])=[O:5], predict the reactants needed to synthesize it. The reactants are: [C:1]([OH:6])(=[O:5])[C:2]([CH3:4])=[CH2:3].[CH3:7][C:8](=[CH2:17])[C:9]([O:11]C(=O)C(C)=C)=[O:10].O=O.